This data is from Experimentally validated miRNA-target interactions with 360,000+ pairs, plus equal number of negative samples. The task is: Binary Classification. Given a miRNA mature sequence and a target amino acid sequence, predict their likelihood of interaction. (1) The miRNA is mmu-miR-376b-3p with sequence AUCAUAGAGGAACAUCCACUU. The protein sequence of the target gene is MGSGKAFLFSPSLLWSQTRGVRLIFLLLTLHLGNCVDKADDEDDEDLTMNKTWVLAPKIHEGDITQILNSLLQGYDNKLRPDIGVRPTVIETDVYVNSIGPVDPINMEYTIDIIFAQTWFDSRLKFNSTMKVLMLNSNMVGKIWIPDTFFRNSRKSDAHWITTPNRLLRIWSDGRVLYTLRLTINAECYLQLHNFPMDEHSCPLEFSSYGYPKNEIEYKWKKPSVEVADPKYWRLYQFAFVGLRNSTEISHTISGDYIIMTIFFDLSRRMGYFTIQTYIPCILTVVLSWVSFWINKDAVP.... Result: 0 (no interaction). (2) The miRNA is cel-miR-247-3p with sequence UGACUAGAGCCUAUUCUCUUCU. The protein sequence of the target gene is MFRIGRRQLWKQSVTRVLTQRLKEEKEAKRARLDGRHDYLFAIVASCLDLNKPEVEDALLEGNQIERMDQLFAVGGLRHLMFYYQDVEGAEAGHCGSSGGVNPASGKMKKPKVFVTEGKDVALMGACVFFIRSDPSKAITPENIHREVSFNTLDTADGGLLNSVRRLLSDIFIPALRASSHGWGELEGLQDASSIRQEFLSSLEGFVGILSGAQNSLKEKVNLQKCDIIELKSLKEPTDYLALASNPETVEKVECCMRVWIKQMEQILAENSQLRKEADDVGPRAELEHWKQRLSRFNYL.... Result: 0 (no interaction). (3) The miRNA is hsa-miR-93-5p with sequence CAAAGUGCUGUUCGUGCAGGUAG. The protein sequence of the target gene is MSNYVNDMWPGSPQEKDSPSTSRSGGSSRLSSRSRSRSFSRSSRSHSRVSSRFSSRSRRSKSRSRSRRRHQRKYRRYSRSYSRSRSRSRSRRYRERRYGFTRRYYRSPSRYRSRSRSRSRSRGRSYCGRAYAIARGQRYYGFGRTVYPEEHSRWRDRSRTRSRSRTPFRLSEKDRMELLEIAKTNAAKALGTTNIDLPASLRTVPSAKETSRGIGVSSNGAKPELSEKVTEDGTRNPNEKPTQQRSIAFSSNNSVAKPIQKSAKAATEEASSRSPKIDQKKSPYGLWIPI. Result: 1 (interaction). (4) The miRNA is hsa-miR-3611 with sequence UUGUGAAGAAAGAAAUUCUUA. The protein sequence of the target gene is MDSISTAILLLLLALVCLLLTLSSRDKGKLPPGPRPLSILGNLLLLCSQDMLTSLTKLSKEYGSMYTVHLGPRRVVVLSGYQAVKEALVDQGEEFSGRGDYPAFFNFTKGNGIAFSSGDRWKVLRQFSIQILRNFGMGKRSIEERILEEGSFLLAELRKTEGEPFDPTFVLSRSVSNIICSVLFGSRFDYDDERLLTIIRLINDNFQIMSSPWGELYDIFPSLLDWVPGPHQRIFQNFKCLRDLIAHSVHDHQASLDPRSPRDFIQCFLTKMAEEKEDPLSHFHMDTLLMTTHNLLFGGT.... Result: 0 (no interaction).